This data is from Full USPTO retrosynthesis dataset with 1.9M reactions from patents (1976-2016). The task is: Predict the reactants needed to synthesize the given product. (1) The reactants are: [NH2:1][C@H:2]([C:5]1[CH:10]=[CH:9][CH:8]=[CH:7][CH:6]=1)[CH2:3][OH:4].[O:11](C(OC(C)(C)C)=O)[C:12]([O:14][C:15]([CH3:18])([CH3:17])[CH3:16])=O.CCN(C(C)C)C(C)C. Given the product [OH:4][CH2:3][C@H:2]([NH:1][C:12](=[O:11])[O:14][C:15]([CH3:18])([CH3:17])[CH3:16])[C:5]1[CH:10]=[CH:9][CH:8]=[CH:7][CH:6]=1, predict the reactants needed to synthesize it. (2) The reactants are: [CH:1]1([CH:4]2[O:15][C:8]3[N:9]=[C:10]([Cl:14])[N:11]=[C:12](Cl)[C:7]=3[O:6][CH2:5]2)[CH2:3][CH2:2]1.[NH:16]1[CH2:21][CH2:20][O:19][CH2:18][CH2:17]1.C(N(CC)CC)C. Given the product [Cl:14][C:10]1[N:11]=[C:12]([N:16]2[CH2:21][CH2:20][O:19][CH2:18][CH2:17]2)[C:7]2[O:6][CH2:5][CH:4]([CH:1]3[CH2:3][CH2:2]3)[O:15][C:8]=2[N:9]=1, predict the reactants needed to synthesize it. (3) Given the product [CH:1]1([NH:6][C:7](=[O:35])[C@H:8]([NH:13][CH2:14][C:15]2[CH:20]=[CH:19][N:18]=[C:17]3[NH:21][CH:22]=[C:23]([C:24]([OH:26])=[O:25])[C:16]=23)[C:9]([OH:12])([CH3:11])[CH3:10])[CH2:2][CH2:3][CH2:4][CH2:5]1, predict the reactants needed to synthesize it. The reactants are: [CH:1]1([NH:6][C:7](=[O:35])[C@H:8]([NH:13][CH2:14][C:15]2[CH:20]=[CH:19][N:18]=[C:17]3[N:21](C(OC(C)(C)C)=O)[CH:22]=[C:23]([C:24]([O:26]C)=[O:25])[C:16]=23)[C:9]([OH:12])([CH3:11])[CH3:10])[CH2:5][CH2:4][CH2:3][CH2:2]1.[OH-].[Na+]. (4) Given the product [Br:14][C:8]([C:6]1[CH:5]=[C:4]([N+:11]([O-:13])=[O:12])[CH:3]=[C:2]([Cl:1])[CH:7]=1)([CH3:10])[CH3:9], predict the reactants needed to synthesize it. The reactants are: [Cl:1][C:2]1[CH:7]=[C:6]([C:8]([CH3:10])=[CH2:9])[CH:5]=[C:4]([N+:11]([O-:13])=[O:12])[CH:3]=1.[Br:14]C1C=C([N+]([O-])=O)C=C(Cl)C=1.Br.CC(O)=O. (5) Given the product [CH2:18]([O:6][C:5](=[O:7])[C:4]1[CH:8]=[CH:9][C:10]([O:11][CH3:12])=[C:2]([Br:1])[CH:3]=1)[CH3:19], predict the reactants needed to synthesize it. The reactants are: [Br:1][C:2]1[CH:3]=[C:4]([CH:8]=[CH:9][C:10]=1[O:11][CH3:12])[C:5]([OH:7])=[O:6].OS(O)(=O)=O.[CH3:18][CH2:19]O. (6) Given the product [O:3]=[C:4]1[C:9]([C:10]([OH:12])=[O:11])=[CH:8][NH:7][N:6]2[CH:15]=[CH:16][CH:17]=[C:5]12, predict the reactants needed to synthesize it. The reactants are: [OH-].[Na+].[O:3]=[C:4]1[C:9]([C:10]([O:12]CC)=[O:11])=[CH:8][NH:7][N:6]2[CH:15]=[CH:16][CH:17]=[C:5]12. (7) Given the product [Cl:12][C:13]1[C:18]([O:19][CH3:20])=[CH:17][C:16]([O:21][CH3:22])=[C:15]([Cl:23])[C:14]=1[C:24]1[C:25](=[NH:26])[NH:1][C:2]2[N:3]=[C:4]([S:10][CH3:11])[N:5]=[CH:6][C:7]=2[CH:8]=1, predict the reactants needed to synthesize it. The reactants are: [NH2:1][C:2]1[C:7]([CH:8]=O)=[CH:6][N:5]=[C:4]([S:10][CH3:11])[N:3]=1.[Cl:12][C:13]1[C:18]([O:19][CH3:20])=[CH:17][C:16]([O:21][CH3:22])=[C:15]([Cl:23])[C:14]=1[CH2:24][C:25]#[N:26].C(=O)([O-])[O-].[K+].[K+]. (8) The reactants are: [CH2:1]1[C:13]2[C:12]3[CH:11]=[C:10]([C:14]([O:16][CH3:17])=[O:15])[CH:9]=[CH:8][C:7]=3[NH:6][C:5]=2[CH2:4][CH2:3][N:2]1[C:18]([O:20][C:21]([CH3:24])([CH3:23])[CH3:22])=[O:19].[H-].[Na+].I[CH3:28].[NH4+].[Cl-]. Given the product [CH3:28][N:6]1[C:7]2[CH:8]=[CH:9][C:10]([C:14]([O:16][CH3:17])=[O:15])=[CH:11][C:12]=2[C:13]2[CH2:1][N:2]([C:18]([O:20][C:21]([CH3:24])([CH3:23])[CH3:22])=[O:19])[CH2:3][CH2:4][C:5]1=2, predict the reactants needed to synthesize it.